From a dataset of Catalyst prediction with 721,799 reactions and 888 catalyst types from USPTO. Predict which catalyst facilitates the given reaction. (1) Reactant: [CH3:1][C:2]1[S:3][CH:4]=[C:5]([C:7]2[C:16]3[C:11](=[CH:12][C:13]([C:17]([O:19]C)=[O:18])=[CH:14][CH:15]=3)[O:10][C:9](=[O:21])[CH:8]=2)[N:6]=1.[OH-].[Li+]. Product: [CH3:1][C:2]1[S:3][CH:4]=[C:5]([C:7]2[C:16]3[C:11](=[CH:12][C:13]([C:17]([OH:19])=[O:18])=[CH:14][CH:15]=3)[O:10][C:9](=[O:21])[CH:8]=2)[N:6]=1. The catalyst class is: 1. (2) Reactant: [C:1]1(=[O:8])[NH:7][CH2:6][CH2:5][CH2:4][CH2:3][CH2:2]1.[F:9][B-:10]([F:13])([F:12])[F:11].[H+]. Product: [F:9][B-:10]([F:13])([F:12])[F:11].[C:1]1(=[O:8])[NH:7][CH2:6][CH2:5][CH2:4][CH2:3][CH2:2]1. The catalyst class is: 6. (3) Reactant: [F:1][CH2:2][C:3]([CH3:14])([OH:13])[C:4]#[C:5][Si](CC)(CC)CC.[C:15](=[O:18])([O-])[O-].[K+].[K+].C(=O)([O-])[O-].Br[C:26]1[CH:27]=[CH:28][C:29]2[O:35][CH2:34][CH2:33][N:32]3[C:36]([CH2:42][N:43]4[CH2:48][CH2:47][O:46][CH2:45][CH2:44]4)=[C:37]([C:39]([NH2:41])=[O:40])[N:38]=[C:31]3[C:30]=2[CH:49]=1. Product: [F:1][CH2:2][C:3]([OH:13])([CH3:14])[C:4]#[C:5][C:26]1[CH:27]=[CH:28][C:29]2[O:35][CH2:34][CH2:33][N:32]3[C:36]([CH2:42][N:43]4[CH2:44][CH2:45][O:46][CH2:47][CH2:48]4)=[C:37]([C:39]([NH2:41])=[O:40])[N:38]=[C:31]3[C:30]=2[CH:49]=1.[OH:13][C:3]([CH3:14])([CH2:2][O:18][CH3:15])[C:4]#[C:5][C:26]1[CH:27]=[CH:28][C:29]2[O:35][CH2:34][CH2:33][N:32]3[C:36]([CH2:42][N:43]4[CH2:44][CH2:45][O:46][CH2:47][CH2:48]4)=[C:37]([C:39]([NH2:41])=[O:40])[N:38]=[C:31]3[C:30]=2[CH:49]=1. The catalyst class is: 5. (4) Reactant: [CH:1]1([NH2:4])[CH2:3][CH2:2]1.F[C:6]1[CH:11]=[CH:10][CH:9]=[CH:8][C:7]=1[N+:12]([O-:14])=[O:13]. Product: [CH:1]1([NH:4][C:6]2[CH:11]=[CH:10][CH:9]=[CH:8][C:7]=2[N+:12]([O-:14])=[O:13])[CH2:3][CH2:2]1. The catalyst class is: 6. (5) Reactant: [CH3:1][N:2]1[CH2:7][CH2:6][N:5]([C:8]2[C:9]([N+:15]([O-:17])=[O:16])=[C:10]([CH:12]=[CH:13][CH:14]=2)[NH2:11])[CH2:4][CH2:3]1.[Cl:18]N1C(=O)CCC1=O. Product: [Cl:18][C:12]1[C:10]([NH2:11])=[C:9]([N+:15]([O-:17])=[O:16])[C:8]([N:5]2[CH2:4][CH2:3][N:2]([CH3:1])[CH2:7][CH2:6]2)=[CH:14][CH:13]=1. The catalyst class is: 32. (6) Product: [NH2:9][C:10]1[CH:11]=[C:12]([NH:13][C:2]2[N:7]=[C:6]([NH:13][C:12]3[CH:14]=[CH:15][C:16]([CH3:17])=[C:10]([NH2:9])[CH:11]=3)[CH:5]=[CH:4][N:3]=2)[CH:14]=[CH:15][C:16]=1[CH3:17]. Reactant: Cl[C:2]1[N:7]=[C:6](Cl)[CH:5]=[CH:4][N:3]=1.[NH2:9][C:10]1[CH:11]=[C:12]([CH:14]=[CH:15][C:16]=1[CH3:17])[NH2:13]. The catalyst class is: 24. (7) Reactant: [OH:1][CH2:2][CH2:3][CH2:4][N:5]1[C:13](=[O:14])[C:12]2[C:7](=[CH:8][CH:9]=[CH:10][CH:11]=2)[C:6]1=[O:15].CCN(CC)CC.[S:23](Cl)([C:26]1[CH:32]=[CH:31][C:29]([CH3:30])=[CH:28][CH:27]=1)(=[O:25])=[O:24]. Product: [CH3:30][C:29]1[CH:31]=[CH:32][C:26]([S:23]([O:1][CH2:2][CH2:3][CH2:4][N:5]2[C:13](=[O:14])[C:12]3[C:7](=[CH:8][CH:9]=[CH:10][CH:11]=3)[C:6]2=[O:15])(=[O:25])=[O:24])=[CH:27][CH:28]=1. The catalyst class is: 2.